From a dataset of TCR-epitope binding with 47,182 pairs between 192 epitopes and 23,139 TCRs. Binary Classification. Given a T-cell receptor sequence (or CDR3 region) and an epitope sequence, predict whether binding occurs between them. (1) Result: 0 (the TCR does not bind to the epitope). The epitope is SSTFNVPMEKLK. The TCR CDR3 sequence is CASSPTDREPIHEQYF. (2) The epitope is GTSGSPIINR. The TCR CDR3 sequence is CASSLTHVQFF. Result: 0 (the TCR does not bind to the epitope). (3) The epitope is PROT_97E67BCC. The TCR CDR3 sequence is CASSGRTSGNEQFF. Result: 1 (the TCR binds to the epitope). (4) The epitope is LQPFPQPELPYPQPQ. The TCR CDR3 sequence is CASSQVTLPTETRYF. Result: 1 (the TCR binds to the epitope). (5) The epitope is TFYLTNDVSFL. The TCR CDR3 sequence is CASSLYSSGGPDTQYF. Result: 0 (the TCR does not bind to the epitope). (6) The epitope is LPRRSGAAGA. The TCR CDR3 sequence is CASSFLPRAYNEQFF. Result: 0 (the TCR does not bind to the epitope). (7) Result: 0 (the TCR does not bind to the epitope). The TCR CDR3 sequence is CASSQEGGQGTFQPQHF. The epitope is RLRPGGKKR. (8) The epitope is FLRGRAYGL. The TCR CDR3 sequence is CASSVGQAYEQYF. Result: 1 (the TCR binds to the epitope). (9) The epitope is YFPLQSYGF. The TCR CDR3 sequence is CASSQRNRVQQYF. Result: 0 (the TCR does not bind to the epitope).